Predict the reaction yield, written as a fraction of the theoretical maximum amount of product (1.0 means a 100% yield; for example, 0.34 means a 34% yield). From a dataset of Reaction yield outcomes from USPTO patents with 853,638 reactions. (1) The reactants are Cl.[C:2]([C:4]1[CH:9]=[CH:8][C:7]([CH2:10][C:11]([NH:13][C:14]2[CH:19]=[C:18]([C:20]([C:22]3[C:30]4[CH:29]=[N:28][CH:27]=[N:26][C:25]=4[N:24]([C:31]([CH3:42])([CH3:41])[CH2:32][O:33][Si](C(C)(C)C)(C)C)[CH:23]=3)=[O:21])[CH:17]=[CH:16][N:15]=2)=[O:12])=[CH:6][CH:5]=1)#[N:3].[OH-].[Na+].C(Cl)Cl. The catalyst is C1COCC1. The product is [C:2]([C:4]1[CH:9]=[CH:8][C:7]([CH2:10][C:11]([NH:13][C:14]2[CH:19]=[C:18]([C:20]([C:22]3[C:30]4[CH:29]=[N:28][CH:27]=[N:26][C:25]=4[N:24]([C:31]([CH3:42])([CH3:41])[CH2:32][OH:33])[CH:23]=3)=[O:21])[CH:17]=[CH:16][N:15]=2)=[O:12])=[CH:6][CH:5]=1)#[N:3]. The yield is 0.180. (2) The reactants are [CH3:1][O:2][C:3]1[CH:9]=[C:8](B2OC(C)(C)C(C)(C)O2)[CH:7]=[CH:6][C:4]=1[NH2:5].I[C:20]1[CH:21]=[N:22][N:23]([CH2:25][CH2:26][N:27]([CH3:29])[CH3:28])[CH:24]=1.C(Cl)Cl.C(=O)([O-])[O-].[Na+].[Na+]. The catalyst is C1COCC1.O.C1C=CC(P(C2C=CC=CC=2)[C-]2C=CC=C2)=CC=1.C1C=CC(P(C2C=CC=CC=2)[C-]2C=CC=C2)=CC=1.Cl[Pd]Cl.[Fe+2]. The product is [CH3:28][N:27]([CH3:29])[CH2:26][CH2:25][N:23]1[CH:24]=[C:20]([C:8]2[CH:7]=[CH:6][C:4]([NH2:5])=[C:3]([O:2][CH3:1])[CH:9]=2)[CH:21]=[N:22]1. The yield is 0.280. (3) The catalyst is CO. The yield is 1.00. The reactants are Cl.[CH3:2][O:3][C:4](=[O:13])[C:5]1[CH:10]=[CH:9][C:8]([OH:11])=[C:7]([NH2:12])[CH:6]=1.C(N(CC)CC)C.[CH3:21][O:22][C:23](=[O:32])[C:24]1[CH:31]=[CH:30][C:27]([CH:28]=O)=[CH:26][CH:25]=1. The product is [OH:11][C:8]1[CH:9]=[CH:10][C:5]([C:4]([O:3][CH3:2])=[O:13])=[CH:6][C:7]=1[N:12]=[CH:28][C:27]1[CH:26]=[CH:25][C:24]([C:23]([O:22][CH3:21])=[O:32])=[CH:31][CH:30]=1.